This data is from Forward reaction prediction with 1.9M reactions from USPTO patents (1976-2016). The task is: Predict the product of the given reaction. (1) The product is: [Cl:40][C:37]1[CH:36]=[CH:35][C:34]([C:31]2[CH:32]=[CH:33][C:28]([C:27]#[C:26][C:23]3[CH:22]=[CH:21][C:20]([CH:16]4[CH2:17][CH2:18][CH2:19][CH:14]([N:4]5[CH2:5][CH:6]([CH3:8])[CH2:7][CH:2]([CH3:1])[CH2:3]5)[CH2:15]4)=[CH:25][CH:24]=3)=[N:29][CH:30]=2)=[CH:39][CH:38]=1. Given the reactants [CH3:1][CH:2]1[CH2:7][CH:6]([CH3:8])[CH2:5][NH:4][CH2:3]1.CS(O[CH:14]1[CH2:19][CH2:18][CH2:17][CH:16]([C:20]2[CH:25]=[CH:24][C:23]([C:26]#[C:27][C:28]3[CH:33]=[CH:32][C:31]([C:34]4[CH:39]=[CH:38][C:37]([Cl:40])=[CH:36][CH:35]=4)=[CH:30][N:29]=3)=[CH:22][CH:21]=2)[CH2:15]1)(=O)=O, predict the reaction product. (2) Given the reactants CN(C)CCN(C)C.C([Li])(CC)C.[CH:14]1[C:30]2[C:22]3[C:23]4[CH:29]=[CH:28][CH:27]=[CH:26][C:24]=4[O:25][C:21]=3[CH:20]=[CH:19][C:18]=2[CH:17]=[CH:16][CH:15]=1.[B:31](OC)([O:34]C)[O:32]C, predict the reaction product. The product is: [CH:14]1[C:30]2[C:22]3[C:23]4[CH:29]=[CH:28][CH:27]=[CH:26][C:24]=4[O:25][C:21]=3[C:20]([B:31]([OH:34])[OH:32])=[CH:19][C:18]=2[CH:17]=[CH:16][CH:15]=1. (3) Given the reactants [NH2:1][C:2]1[CH:7]=[CH:6][C:5]([CH2:8][CH2:9][C:10]([O:12][CH3:13])=[O:11])=[CH:4][CH:3]=1.[CH:14](=O)[CH2:15][CH2:16][CH3:17], predict the reaction product. The product is: [CH2:14]([NH:1][C:2]1[CH:3]=[CH:4][C:5]([CH2:8][CH2:9][C:10]([O:12][CH3:13])=[O:11])=[CH:6][CH:7]=1)[CH2:15][CH2:16][CH3:17]. (4) The product is: [NH2:24][C:15]1[N:14]=[C:13]([O:12][CH2:8][CH2:9][CH2:10][CH3:11])[N:21]=[C:20]2[C:16]=1[N:17]=[C:18]([O:22][CH3:23])[N:19]2[CH2:32][CH2:33][CH2:34][CH:35]1[CH2:40][CH2:39][CH2:38][CH2:37][N:36]1[C:41]([O:43][CH2:44][C:45]1[CH:46]=[CH:47][CH:48]=[CH:49][CH:50]=1)=[O:42]. Given the reactants FC(F)(F)C(O)=O.[CH2:8]([O:12][C:13]1[N:21]=[C:20]2[C:16]([N:17]=[C:18]([O:22][CH3:23])[NH:19]2)=[C:15]([NH2:24])[N:14]=1)[CH2:9][CH2:10][CH3:11].C(=O)([O-])[O-].[K+].[K+].Br[CH2:32][CH2:33][CH2:34][CH:35]1[CH2:40][CH2:39][CH2:38][CH2:37][N:36]1[C:41]([O:43][CH2:44][C:45]1[CH:50]=[CH:49][CH:48]=[CH:47][CH:46]=1)=[O:42], predict the reaction product. (5) Given the reactants [CH3:1][O:2][C:3]1[CH:8]=[CH:7][C:6]([C:9](=O)[CH2:10][CH2:11][CH2:12][C:13]([OH:15])=[O:14])=[CH:5][CH:4]=1, predict the reaction product. The product is: [CH3:1][O:2][C:3]1[CH:4]=[CH:5][C:6]([CH2:9][CH2:10][CH2:11][CH2:12][C:13]([OH:15])=[O:14])=[CH:7][CH:8]=1. (6) The product is: [CH3:1][C:2]1[CH:7]=[C:6](/[C:8](=[N:34]/[OH:35])/[CH2:9][C@H:10]([C:18]2[CH:23]=[CH:22][C:21]([CH:24]3[CH2:27][N:26]([S:28]([CH3:31])(=[O:30])=[O:29])[CH2:25]3)=[CH:20][CH:19]=2)[C:11]2[CH:16]=[CH:15][CH:14]=[CH:13][C:12]=2[CH3:17])[CH:5]=[CH:4][N:3]=1. Given the reactants [CH3:1][C:2]1[CH:7]=[C:6]([C:8](=O)[CH2:9][C@H:10]([C:18]2[CH:23]=[CH:22][C:21]([CH:24]3[CH2:27][N:26]([S:28]([CH3:31])(=[O:30])=[O:29])[CH2:25]3)=[CH:20][CH:19]=2)[C:11]2[CH:16]=[CH:15][CH:14]=[CH:13][C:12]=2[CH3:17])[CH:5]=[CH:4][N:3]=1.Cl.[NH2:34][OH:35].C(=O)([O-])O.[Na+], predict the reaction product. (7) Given the reactants [F:1][C:2]1[CH:3]=[C:4]([N:8]2[CH2:12][C@H:11]([CH2:13][N:14]3[CH:18]=[C:17]([CH3:19])[N:16]=[N:15]3)[O:10][C:9]2=[O:20])[CH:5]=[CH:6][CH:7]=1.[I:21]I, predict the reaction product. The product is: [F:1][C:2]1[CH:3]=[C:4]([N:8]2[CH2:12][C@H:11]([CH2:13][N:14]3[CH:18]=[C:17]([CH3:19])[N:16]=[N:15]3)[O:10][C:9]2=[O:20])[CH:5]=[CH:6][C:7]=1[I:21].